From a dataset of Full USPTO retrosynthesis dataset with 1.9M reactions from patents (1976-2016). Predict the reactants needed to synthesize the given product. (1) Given the product [CH3:1][N:2]([CH3:4])/[N:3]=[C:19]1\[CH2:20][CH2:21][CH2:22][CH:23]=[C:18]\1[NH:17][C:9]1[C:10]([CH:14]([CH3:15])[CH3:16])=[CH:11][CH:12]=[CH:13][C:8]=1[CH:5]([CH3:7])[CH3:6], predict the reactants needed to synthesize it. The reactants are: [CH3:1][N:2]([CH3:4])[NH2:3].[CH:5]([C:8]1[CH:13]=[CH:12][CH:11]=[C:10]([CH:14]([CH3:16])[CH3:15])[C:9]=1[NH:17][C:18]1[C:19](=O)[CH2:20][CH2:21][CH2:22][CH:23]=1)([CH3:7])[CH3:6]. (2) The reactants are: Br[C:2]1[CH:3]=[C:4]([CH:8]=[C:9]([O:11][C:12]([F:15])([F:14])[F:13])[CH:10]=1)[C:5]([OH:7])=[O:6].[NH:16]1[CH:20]=[N:19][CH:18]=[N:17]1.CNCCNC.P([O-])([O-])([O-])=O.[K+].[K+].[K+]. Given the product [N:16]1([C:2]2[CH:3]=[C:4]([CH:8]=[C:9]([O:11][C:12]([F:15])([F:14])[F:13])[CH:10]=2)[C:5]([OH:7])=[O:6])[CH:20]=[N:19][CH:18]=[N:17]1, predict the reactants needed to synthesize it. (3) The reactants are: [CH3:1][O:2][C:3]1[C:23]([O:24][CH3:25])=[C:22]([O:26][CH3:27])[CH:21]=[CH:20][C:4]=1[CH2:5][CH:6]1[C:15]2[C:10](=[CH:11][C:12]([O:18][CH3:19])=[C:13]([O:16][CH3:17])[CH:14]=2)[CH2:9][CH2:8][NH:7]1.Br[CH2:29][C:30](Br)=[O:31].[NH2:33][C@@H:34]1[C:42]2[C:37](=[CH:38][CH:39]=[CH:40][CH:41]=2)[CH2:36][C@@H:35]1[OH:43]. Given the product [CH3:1][O:2][C:3]1[C:23]([O:24][CH3:25])=[C:22]([O:26][CH3:27])[CH:21]=[CH:20][C:4]=1[CH2:5][CH:6]1[C:15]2[C:10](=[CH:11][C:12]([O:18][CH3:19])=[C:13]([O:16][CH3:17])[CH:14]=2)[CH2:9][CH2:8][N:7]1[CH2:29][C:30]([NH:33][C@@H:34]1[C:42]2[C:37](=[CH:38][CH:39]=[CH:40][CH:41]=2)[CH2:36][C@@H:35]1[OH:43])=[O:31], predict the reactants needed to synthesize it. (4) Given the product [NH2:1][C:2]1[C:11]([N+:26]([O-:27])=[O:25])=[C:10]([F:12])[C:9]([C:13]2[C:14]([CH3:19])=[N:15][O:16][C:17]=2[CH3:18])=[CH:8][C:3]=1[C:4]([O:6][CH3:7])=[O:5], predict the reactants needed to synthesize it. The reactants are: [NH2:1][C:2]1[CH:11]=[C:10]([F:12])[C:9]([C:13]2[C:14]([CH3:19])=[N:15][O:16][C:17]=2[CH3:18])=[CH:8][C:3]=1[C:4]([O:6][CH3:7])=[O:5].F[B-](F)(F)F.[O:25]=[N+:26]=[O:27]. (5) Given the product [O:17]=[C:14]1[C:15]2[C:10](=[CH:9][CH:8]=[C:7]([C:5]3[S:6][C:2]([C:26]4[CH:27]=[C:28]([NH:32][C:33](=[O:39])[O:34][C:35]([CH3:37])([CH3:36])[CH3:38])[CH:29]=[N:30][CH:31]=4)=[CH:3][CH:4]=3)[CH:16]=2)[CH2:11][CH2:12][NH:13]1, predict the reactants needed to synthesize it. The reactants are: I[C:2]1[S:6][C:5]([C:7]2[CH:16]=[C:15]3[C:10]([CH2:11][CH2:12][NH:13][C:14]3=[O:17])=[CH:9][CH:8]=2)=[CH:4][CH:3]=1.CC1(C)C(C)(C)OB([C:26]2[CH:27]=[C:28]([NH:32][C:33](=[O:39])[O:34][C:35]([CH3:38])([CH3:37])[CH3:36])[CH:29]=[N:30][CH:31]=2)O1. (6) Given the product [CH2:21]([O:28][C:29]1[C:34]([CH2:35][N:9]2[CH2:8][CH2:7][C:6]3[C:11](=[C:2]([Cl:1])[C:3]([I:14])=[CH:4][C:5]=3[CH3:13])[C:10]2=[O:12])=[C:33]([CH3:37])[CH:32]=[C:31]([CH3:38])[N:30]=1)[C:22]1[CH:27]=[CH:26][CH:25]=[CH:24][CH:23]=1, predict the reactants needed to synthesize it. The reactants are: [Cl:1][C:2]1[C:3]([I:14])=[CH:4][C:5]([CH3:13])=[C:6]2[C:11]=1[C:10](=[O:12])[NH:9][CH2:8][CH2:7]2.CC(C)([O-])C.[K+].[CH2:21]([O:28][C:29]1[C:34]([CH2:35]Cl)=[C:33]([CH3:37])[CH:32]=[C:31]([CH3:38])[N:30]=1)[C:22]1[CH:27]=[CH:26][CH:25]=[CH:24][CH:23]=1. (7) The reactants are: C([N:8]1[CH2:13][CH2:12][C:11]2([C:17]3[CH:18]=[CH:19][C:20]([OH:22])=[CH:21][C:16]=3[O:15][CH2:14]2)[CH2:10][CH2:9]1)C1C=CC=CC=1. Given the product [NH:8]1[CH2:13][CH2:12][C:11]2([C:17]3[CH:18]=[CH:19][C:20]([OH:22])=[CH:21][C:16]=3[O:15][CH2:14]2)[CH2:10][CH2:9]1, predict the reactants needed to synthesize it. (8) Given the product [F:19][C:20]1[CH:25]=[C:24]([F:26])[CH:23]=[CH:22][C:21]=1/[CH:27]=[CH:28]/[C:29]([N:10]1[CH2:9][C@H:8]([C:3]2[CH:4]=[CH:5][CH:6]=[CH:7][C:2]=2[F:1])[NH:13][C:12](=[O:14])[C@@H:11]1[CH2:15][CH:16]([CH3:18])[CH3:17])=[O:30], predict the reactants needed to synthesize it. The reactants are: [F:1][C:2]1[CH:7]=[CH:6][CH:5]=[CH:4][C:3]=1[C@@H:8]1[NH:13][C:12](=[O:14])[C@H:11]([CH2:15][CH:16]([CH3:18])[CH3:17])[NH:10][CH2:9]1.[F:19][C:20]1[CH:25]=[C:24]([F:26])[CH:23]=[CH:22][C:21]=1/[CH:27]=[CH:28]/[C:29](O)=[O:30].C([C@@H]1N(C(=O)/C=C/C2C=CC=CC=2)C[C@H](CC(C)C)NC1=O)C(C)C. (9) Given the product [Cl:18][C:19]1[CH:20]=[C:21]([N:1]2[CH:5]=[N:4][C:3]([C:6]3[CH:11]=[CH:10][CH:9]=[CH:8][N:7]=3)=[N:2]2)[CH:22]=[CH:23][CH:24]=1, predict the reactants needed to synthesize it. The reactants are: [NH:1]1[CH:5]=[N:4][C:3]([C:6]2[CH:11]=[CH:10][CH:9]=[CH:8][N:7]=2)=[N:2]1.C(=O)([O-])[O-].[K+].[K+].[Cl:18][C:19]1[CH:24]=[CH:23][CH:22]=[C:21](F)[CH:20]=1. (10) Given the product [CH3:17][S:18]([N:12]1[CH2:11][CH2:10][N:9]([C:6]2[CH:5]=[CH:4][C:3]([C:2]([F:1])([F:15])[F:16])=[CH:8][N:7]=2)[CH2:14][CH2:13]1)(=[O:20])=[O:19], predict the reactants needed to synthesize it. The reactants are: [F:1][C:2]([F:16])([F:15])[C:3]1[CH:4]=[CH:5][C:6]([N:9]2[CH2:14][CH2:13][NH:12][CH2:11][CH2:10]2)=[N:7][CH:8]=1.[CH3:17][S:18](Cl)(=[O:20])=[O:19].